From a dataset of Catalyst prediction with 721,799 reactions and 888 catalyst types from USPTO. Predict which catalyst facilitates the given reaction. (1) Reactant: C(OC(=O)[NH:10][C@@H:11]([CH2:40][CH2:41][NH:42][C:43]([O:45][C:46]([CH3:49])([CH3:48])[CH3:47])=[O:44])[C:12](=[O:39])[NH:13][CH2:14][CH2:15][CH2:16][C@H:17]([NH:31][C:32]([O:34][C:35]([CH3:38])([CH3:37])[CH3:36])=[O:33])[C:18](=[O:30])[NH:19][CH2:20][CH2:21][NH:22][C:23](=[O:29])[O:24][C:25]([CH3:28])([CH3:27])[CH3:26])C1C=CC=CC=1. Product: [NH2:10][C@@H:11]([CH2:40][CH2:41][NH:42][C:43]([O:45][C:46]([CH3:49])([CH3:48])[CH3:47])=[O:44])[C:12]([NH:13][CH2:14][CH2:15][CH2:16][C@@H:17]([C:18]([NH:19][CH2:20][CH2:21][NH:22][C:23]([O:24][C:25]([CH3:28])([CH3:26])[CH3:27])=[O:29])=[O:30])[NH:31][C:32]([O:34][C:35]([CH3:36])([CH3:37])[CH3:38])=[O:33])=[O:39]. The catalyst class is: 29. (2) Reactant: [I:1][C:2]1[CH:10]=[CH:9][CH:8]=[CH:7][C:3]=1[C:4](O)=[O:5].C(Cl)(=O)C([Cl:14])=O. Product: [I:1][C:2]1[CH:10]=[CH:9][CH:8]=[CH:7][C:3]=1[C:4]([Cl:14])=[O:5]. The catalyst class is: 85. (3) Reactant: [CH:1]1([N:4]2[C:8]([C:9]3[CH:14]=[CH:13][CH:12]=[CH:11][C:10]=3[O:15][C:16]([F:19])([F:18])[F:17])=[N:7][NH:6][C:5]2=[O:20])[CH2:3][CH2:2]1.C(=O)([O-])[O-].[Cs+].[Cs+].Cl[CH2:28][C:29]([O:31][CH3:32])=[O:30]. Product: [CH:1]1([N:4]2[C:5](=[O:20])[N:6]([CH2:28][C:29]([O:31][CH3:32])=[O:30])[N:7]=[C:8]2[C:9]2[CH:14]=[CH:13][CH:12]=[CH:11][C:10]=2[O:15][C:16]([F:19])([F:17])[F:18])[CH2:2][CH2:3]1. The catalyst class is: 115. (4) Reactant: [C:1]([O:7][C:8]([CH3:11])([CH3:10])[CH3:9])(=[O:6])[CH2:2][C:3]([O-:5])=[O:4].[C:12]1([CH2:25]O)[C:24]2[CH2:23][C:22]3[C:17](=[CH:18][CH:19]=[CH:20][CH:21]=3)[C:16]=2[CH:15]=[CH:14][CH:13]=1.CCN=C=NCCCN(C)C.Cl. Product: [C:1]([O:7][C:8]([CH3:11])([CH3:10])[CH3:9])(=[O:6])[CH2:2][C:3]([O:5][CH2:25][C:12]1[C:24]2[CH2:23][C:22]3[C:17](=[CH:18][CH:19]=[CH:20][CH:21]=3)[C:16]=2[CH:15]=[CH:14][CH:13]=1)=[O:4]. The catalyst class is: 79. (5) Product: [CH3:20][C:3]1[C:4]([C:16]([O:18][CH3:19])=[O:17])=[CH:5][N:6]([S:7]([C:10]2[CH:15]=[CH:14][CH:13]=[CH:12][CH:11]=2)(=[O:9])=[O:8])[C:2]=1[C:21]1[CH:26]=[CH:25][CH:24]=[CH:23][CH:22]=1. Reactant: Br[C:2]1[N:6]([S:7]([C:10]2[CH:15]=[CH:14][CH:13]=[CH:12][CH:11]=2)(=[O:9])=[O:8])[CH:5]=[C:4]([C:16]([O:18][CH3:19])=[O:17])[C:3]=1[CH3:20].[C:21]1(B(O)O)[CH:26]=[CH:25][CH:24]=[CH:23][CH:22]=1.C(=O)([O-])[O-].[Na+].[Na+]. The catalyst class is: 104. (6) Reactant: C([Si](C1C=CC=CC=1)(C1C=CC=CC=1)[O:6][CH2:7][CH2:8][C:9]1[CH:10]=[CH:11][C:12]([C:15]2[S:16][CH:17]=[C:18]([CH:20]([C:22]3[CH:34]=[CH:33][C:25]4[N:26](COC)[C:27](=[O:29])[S:28][C:24]=4[CH:23]=3)[CH3:21])[N:19]=2)=[N:13][CH:14]=1)(C)(C)C. Product: [OH:6][CH2:7][CH2:8][C:9]1[CH:10]=[CH:11][C:12]([C:15]2[S:16][CH:17]=[C:18]([CH:20]([C:22]3[CH:34]=[CH:33][C:25]4[NH:26][C:27](=[O:29])[S:28][C:24]=4[CH:23]=3)[CH3:21])[N:19]=2)=[N:13][CH:14]=1. The catalyst class is: 55. (7) Product: [ClH:28].[CH2:1]([O:7][C:8]1[CH:13]=[CH:12][C:11]([N:14]2[CH2:19][CH2:18][N:17]([C:20]3[CH:27]=[CH:26][C:30]([C:29]([OH:32])=[O:31])=[CH:22][CH:21]=3)[CH2:16][CH2:15]2)=[CH:10][CH:9]=1)[CH2:2][CH2:3][CH2:4][CH2:5][CH3:6]. The catalyst class is: 6. Reactant: [CH2:1]([O:7][C:8]1[CH:13]=[CH:12][C:11]([N:14]2[CH2:19][CH2:18][N:17]([C:20]3[CH:27]=[CH:26]C(C#N)=[CH:22][CH:21]=3)[CH2:16][CH2:15]2)=[CH:10][CH:9]=1)[CH2:2][CH2:3][CH2:4][CH2:5][CH3:6].[ClH:28].[C:29]([OH:32])(=[O:31])[CH3:30]. (8) Reactant: C([O-])(=O)C.[O:5]=[C:6]1[C@@H:9]([NH3+:10])[CH2:8][NH:7]1.CCN(C(C)C)C(C)C.[CH2:20]([O:28][C:29](N1C=CC=CC1=O)=[O:30])[CH2:21][C:22]1[CH:27]=[CH:26][CH:25]=[CH:24][CH:23]=1. Product: [CH2:20]([O:28][C:29](=[O:30])[NH:10][C@H:9]1[CH2:8][NH:7][C:6]1=[O:5])[CH2:21][C:22]1[CH:27]=[CH:26][CH:25]=[CH:24][CH:23]=1. The catalyst class is: 2. (9) Reactant: COC1C=C(C=CC=1OC)C[NH:7][C:8]1[N:13]2[N:14]=[C:15]([C:17]3[O:18][CH:19]=[CH:20][CH:21]=3)[N:16]=[C:12]2[CH:11]=[C:10](/[CH:22]=[CH:23]/[CH2:24][OH:25])[N:9]=1.O.C(C1C(=O)C(Cl)=C(Cl)C(=O)C=1C#N)#N.C(=O)(O)[O-].[Na+]. Product: [NH2:7][C:8]1[N:13]2[N:14]=[C:15]([C:17]3[O:18][CH:19]=[CH:20][CH:21]=3)[N:16]=[C:12]2[CH:11]=[C:10](/[CH:22]=[CH:23]/[CH2:24][OH:25])[N:9]=1. The catalyst class is: 526. (10) Reactant: [CH2:1]1[O:3][C@H:2]1[CH2:4][Cl:5].[NH2:6][C:7]1[CH:12]=[CH:11][C:10]([N:13]2[CH2:18][CH2:17][O:16][CH2:15][C:14]2=[O:19])=[CH:9][CH:8]=1. Product: [Cl:5][CH2:4][C@H:2]([OH:3])[CH2:1][NH:6][C:7]1[CH:8]=[CH:9][C:10]([N:13]2[CH2:18][CH2:17][O:16][CH2:15][C:14]2=[O:19])=[CH:11][CH:12]=1. The catalyst class is: 657.